Dataset: Forward reaction prediction with 1.9M reactions from USPTO patents (1976-2016). Task: Predict the product of the given reaction. (1) Given the reactants [N:1]1([C:7]2[N:12]3[N:13]=[C:14]([C:16]4[CH:21]=[N:20][CH:19]=[CH:18][N:17]=4)[CH:15]=[C:11]3[N:10]=[C:9]([NH:22][NH2:23])[CH:8]=2)[CH2:6][CH2:5][O:4][CH2:3][CH2:2]1.[CH:24]([C:26]1[C:34]2[C:29](=[CH:30][CH:31]=[CH:32][CH:33]=2)[NH:28][CH:27]=1)=O.C(O)(=O)C, predict the reaction product. The product is: [NH:28]1[C:29]2[C:34](=[CH:33][CH:32]=[CH:31][CH:30]=2)[C:26]([CH:24]=[N:23][NH:22][C:9]2[CH:8]=[C:7]([N:1]3[CH2:6][CH2:5][O:4][CH2:3][CH2:2]3)[N:12]3[N:13]=[C:14]([C:16]4[CH:21]=[N:20][CH:19]=[CH:18][N:17]=4)[CH:15]=[C:11]3[N:10]=2)=[CH:27]1. (2) Given the reactants F[C:2]1[CH:9]=[CH:8][CH:7]=[CH:6][C:3]=1[C:4]#[N:5].[CH3:10][O:11][C:12](=[O:23])[CH2:13][CH2:14][C:15]1[CH:20]=[CH:19][C:18]([OH:21])=[CH:17][C:16]=1[CH3:22], predict the reaction product. The product is: [CH3:10][O:11][C:12](=[O:23])[CH2:13][CH2:14][C:15]1[CH:20]=[CH:19][C:18]([O:21][C:2]2[CH:9]=[CH:8][CH:7]=[CH:6][C:3]=2[CH2:4][NH2:5])=[CH:17][C:16]=1[CH3:22].